This data is from Reaction yield outcomes from USPTO patents with 853,638 reactions. The task is: Predict the reaction yield, written as a fraction of the theoretical maximum amount of product (1.0 means a 100% yield; for example, 0.34 means a 34% yield). (1) The reactants are [CH2:1]([C@H:4]1[O:6][C@@H:5]1[C:7]([O:9]C)=O)[CH2:2][CH3:3].C(O)C.[CH:14]1([NH2:17])[CH2:16][CH2:15]1. The catalyst is C(OCC)(=O)C. The product is [CH:14]1([NH:17][C:7]([C@@H:5]2[C@@H:4]([CH2:1][CH2:2][CH3:3])[O:6]2)=[O:9])[CH2:16][CH2:15]1. The yield is 0.550. (2) The reactants are [OH-].[Na+].[OH:3][C:4]1[C:13]([CH3:14])=[C:12]2[C:7]([C:8](=[O:33])[C:9]([CH3:32])=[C:10]([CH:15]3[CH2:20][CH2:19][N:18]([CH2:21][C:22]4[CH:31]=[CH:30][C:25]([C:26]([O:28]C)=[O:27])=[CH:24][CH:23]=4)[CH2:17][CH2:16]3)[O:11]2)=[CH:6][CH:5]=1. The catalyst is CO. The product is [OH:3][C:4]1[C:13]([CH3:14])=[C:12]2[C:7]([C:8](=[O:33])[C:9]([CH3:32])=[C:10]([CH:15]3[CH2:20][CH2:19][N:18]([CH2:21][C:22]4[CH:23]=[CH:24][C:25]([C:26]([OH:28])=[O:27])=[CH:30][CH:31]=4)[CH2:17][CH2:16]3)[O:11]2)=[CH:6][CH:5]=1. The yield is 0.890.